Dataset: Catalyst prediction with 721,799 reactions and 888 catalyst types from USPTO. Task: Predict which catalyst facilitates the given reaction. (1) Reactant: [F:1][C:2]1[CH:3]=[C:4]([C:13]2[C:21]3[C:16](=[N:17][CH:18]=[C:19]([C:22]4[CH:27]=[CH:26][CH:25]=[CH:24][CH:23]=4)[CH:20]=3)[N:15](S(C3C=CC(C)=CC=3)(=O)=O)[CH:14]=2)[CH:5]=[CH:6][C:7]=1[C:8]1[NH:12][N:11]=[N:10][N:9]=1.[F-].C([N+](CCCC)(CCCC)CCCC)CCC. Product: [F:1][C:2]1[CH:3]=[C:4]([C:13]2[C:21]3[C:16](=[N:17][CH:18]=[C:19]([C:22]4[CH:27]=[CH:26][CH:25]=[CH:24][CH:23]=4)[CH:20]=3)[NH:15][CH:14]=2)[CH:5]=[CH:6][C:7]=1[C:8]1[NH:9][N:10]=[N:11][N:12]=1. The catalyst class is: 1. (2) Reactant: [NH2:1][C:2]1[CH:11]=[C:10]2[C:5]([C:6]([C:13]([F:16])([F:15])[F:14])=[CH:7][C:8](=[O:12])[O:9]2)=[CH:4][CH:3]=1.[Cl:17][C:18]1[CH:23]=[CH:22][C:21]([S:24](Cl)(=[O:26])=[O:25])=[CH:20][CH:19]=1.Cl. Product: [F:15][C:13]([F:16])([F:14])[C:6]1[C:5]2[C:10](=[CH:11][C:2]([NH:1][S:24]([C:21]3[CH:22]=[CH:23][C:18]([Cl:17])=[CH:19][CH:20]=3)(=[O:26])=[O:25])=[CH:3][CH:4]=2)[O:9][C:8](=[O:12])[CH:7]=1. The catalyst class is: 341. (3) Reactant: Br.[C:2]([C:6]1[CH:11]=[CH:10][C:9](/[C:12](/[C:31]2[CH:36]=[CH:35][C:34]([CH2:37][CH3:38])=[C:33]([O:39]C)[N:32]=2)=[CH:13]\[C@@H:14]2[N:18]([CH2:19][C:20]3[CH:25]=[CH:24][C:23]([O:26][CH3:27])=[CH:22][C:21]=3[O:28][CH3:29])[C:17](=[O:30])[CH2:16][CH2:15]2)=[CH:8][CH:7]=1)([CH3:5])([CH3:4])[CH3:3].O. Product: [C:2]([C:6]1[CH:11]=[CH:10][C:9](/[C:12](/[C:31]2[NH:32][C:33](=[O:39])[C:34]([CH2:37][CH3:38])=[CH:35][CH:36]=2)=[CH:13]\[C@H:14]2[CH2:15][CH2:16][C:17](=[O:30])[N:18]2[CH2:19][C:20]2[CH:25]=[CH:24][C:23]([O:26][CH3:27])=[CH:22][C:21]=2[O:28][CH3:29])=[CH:8][CH:7]=1)([CH3:5])([CH3:4])[CH3:3]. The catalyst class is: 12. (4) Reactant: ClC1C=C(C=CC=1)C(OO)=[O:6].[Cl:12][C:13]1[CH:37]=[CH:36][C:16]([CH2:17][N:18]2[CH:23]=[C:22]([NH:24][C:25]([CH:27]3[CH2:32][CH2:31][O:30][CH2:29][CH2:28]3)=[O:26])[C:21](=O)[NH:20][CH:19]2SC)=[CH:15][CH:14]=1.[NH2:38][C:39]1[CH:40]=[CH:41][C:42]2[O:46][C:45]([CH2:47][CH3:48])=[C:44]([CH3:49])[C:43]=2[CH:50]=1.C(=O)([O-])O.[Na+]. Product: [Cl:12][C:13]1[CH:37]=[CH:36][C:16]([CH2:17][N:18]2[C:23](=[O:6])[C:22]([NH:24][C:25]([CH:27]3[CH2:32][CH2:31][O:30][CH2:29][CH2:28]3)=[O:26])=[CH:21][N:20]=[C:19]2[NH:38][C:39]2[CH:40]=[CH:41][C:42]3[O:46][C:45]([CH2:47][CH3:48])=[C:44]([CH3:49])[C:43]=3[CH:50]=2)=[CH:15][CH:14]=1. The catalyst class is: 4. (5) Reactant: [Cu][C:2]#[N:3].[C:4]([O:12][C@@H:13]1[C@H:17]([O:18][C:19](=[O:26])[C:20]2[CH:25]=[CH:24][CH:23]=[CH:22][CH:21]=2)[C@@H:16]([C:27]([NH:29][CH2:30][CH3:31])=[O:28])[O:15][C@H:14]1[N:32]1[CH:40]=[N:39][C:38]2[C:33]1=[N:34][C:35](I)=[N:36][C:37]=2[NH:41][CH2:42][CH:43]([C:51]1[CH:56]=[CH:55][C:54]([Cl:57])=[CH:53][CH:52]=1)[C:44]1[CH:49]=[CH:48][C:47]([Cl:50])=[CH:46][CH:45]=1)(=[O:11])[C:5]1[CH:10]=[CH:9][CH:8]=[CH:7][CH:6]=1. Product: [C:4]([O:12][C@@H:13]1[C@H:17]([O:18][C:19](=[O:26])[C:20]2[CH:21]=[CH:22][CH:23]=[CH:24][CH:25]=2)[C@@H:16]([C:27]([NH:29][CH2:30][CH3:31])=[O:28])[O:15][C@H:14]1[N:32]1[CH:40]=[N:39][C:38]2[C:33]1=[N:34][C:35]([C:2]#[N:3])=[N:36][C:37]=2[NH:41][CH2:42][CH:43]([C:44]1[CH:45]=[CH:46][C:47]([Cl:50])=[CH:48][CH:49]=1)[C:51]1[CH:56]=[CH:55][C:54]([Cl:57])=[CH:53][CH:52]=1)(=[O:11])[C:5]1[CH:10]=[CH:9][CH:8]=[CH:7][CH:6]=1. The catalyst class is: 6. (6) Reactant: CCCCCC.C([Li])CCC.[O:12]1[CH2:16][CH2:15][CH:14]([CH2:17][NH:18][C:19]([C:21]2[CH:25]=[C:24]([CH2:26][O:27][CH2:28][C:29]3[CH:34]=[CH:33][CH:32]=[CH:31][C:30]=3[F:35])[O:23][N:22]=2)=[O:20])[CH2:13]1.C1C=CC(S(N(S(C2C=CC=CC=2)(=O)=O)[F:46])(=O)=O)=CC=1.Cl. Product: [O:12]1[CH2:16][CH2:15][CH:14]([CH2:17][NH:18][C:19]([C:21]2[C:25]([F:46])=[C:24]([CH2:26][O:27][CH2:28][C:29]3[CH:34]=[CH:33][CH:32]=[CH:31][C:30]=3[F:35])[O:23][N:22]=2)=[O:20])[CH2:13]1. The catalyst class is: 7. (7) Reactant: [F:1][C:2]1[CH:10]=[CH:9][C:8]([CH2:11][C:12]2[C:21]3[C:16](=[CH:17][CH:18]=[CH:19][CH:20]=3)[C:15](=[O:22])[NH:14][N:13]=2)=[CH:7][C:3]=1[C:4](O)=[O:5].[F:23][CH:24]([F:32])[O:25][CH:26]1[CH2:31][CH2:30][NH:29][CH2:28][CH2:27]1.F[P-](F)(F)(F)(F)F.N1(OC(N(C)C)=[N+](C)C)C2C=CC=CC=2N=N1.C(N(C(C)C)C(C)C)C. Product: [F:23][CH:24]([F:32])[O:25][CH:26]1[CH2:31][CH2:30][N:29]([C:4]([C:3]2[CH:7]=[C:8]([CH:9]=[CH:10][C:2]=2[F:1])[CH2:11][C:12]2[C:21]3[C:16](=[CH:17][CH:18]=[CH:19][CH:20]=3)[C:15](=[O:22])[NH:14][N:13]=2)=[O:5])[CH2:28][CH2:27]1. The catalyst class is: 9.